From a dataset of Reaction yield outcomes from USPTO patents with 853,638 reactions. Predict the reaction yield, written as a fraction of the theoretical maximum amount of product (1.0 means a 100% yield; for example, 0.34 means a 34% yield). (1) The reactants are [Cl:1][C:2]1[CH:17]=[CH:16][C:5]([CH2:6][CH2:7][O:8][C:9]2[N:10]=[N:11][C:12](I)=[CH:13][CH:14]=2)=[CH:4][CH:3]=1.[C:18]([C:21]1[CH:22]=[C:23](B(O)O)[CH:24]=[CH:25][CH:26]=1)([OH:20])=[O:19].C(=O)([O-])[O-].[Na+].[Na+]. The catalyst is C1(C)C=CC=CC=1.C(O)C.O.C1C=CC([P]([Pd]([P](C2C=CC=CC=2)(C2C=CC=CC=2)C2C=CC=CC=2)([P](C2C=CC=CC=2)(C2C=CC=CC=2)C2C=CC=CC=2)[P](C2C=CC=CC=2)(C2C=CC=CC=2)C2C=CC=CC=2)(C2C=CC=CC=2)C2C=CC=CC=2)=CC=1. The product is [Cl:1][C:2]1[CH:17]=[CH:16][C:5]([CH2:6][CH2:7][O:8][C:9]2[N:10]=[N:11][C:12]([C:25]3[CH:26]=[C:21]([CH:22]=[CH:23][CH:24]=3)[C:18]([OH:20])=[O:19])=[CH:13][CH:14]=2)=[CH:4][CH:3]=1. The yield is 0.790. (2) The reactants are O([C:8]([NH:10][C:11]1[CH:16]=[C:15]([O:17][C:18]2[C:23]([F:24])=[CH:22][C:21]([NH:25][C:26]([C:28]3([C:31]([O:33][CH2:34][C:35]4[CH:40]=[CH:39][CH:38]=[CH:37][CH:36]=4)=[O:32])[CH2:30][CH2:29]3)=[O:27])=[C:20]([F:41])[CH:19]=2)[CH:14]=[CH:13][N:12]=1)=[O:9])C1C=CC=CC=1.Cl.[OH:43][CH:44]1[CH2:47][NH:46][CH2:45]1.C(=O)([O-])O.[Na+]. The catalyst is CCCCCC.C(N(CC)CC)C.CN(C)C=O. The product is [F:41][C:20]1[CH:19]=[C:18]([O:17][C:15]2[CH:14]=[CH:13][N:12]=[C:11]([NH:10][C:8]([N:46]3[CH2:47][CH:44]([OH:43])[CH2:45]3)=[O:9])[CH:16]=2)[C:23]([F:24])=[CH:22][C:21]=1[NH:25][C:26]([C:28]1([C:31]([O:33][CH2:34][C:35]2[CH:36]=[CH:37][CH:38]=[CH:39][CH:40]=2)=[O:32])[CH2:29][CH2:30]1)=[O:27]. The yield is 0.450.